From a dataset of Catalyst prediction with 721,799 reactions and 888 catalyst types from USPTO. Predict which catalyst facilitates the given reaction. (1) Reactant: [H-].[H-].[H-].[H-].[Li+].[Al+3].[C:7](O)(=[O:27])[CH2:8][CH2:9][CH2:10]/[CH:11]=[CH:12]\[CH2:13]/[CH:14]=[CH:15]\[CH2:16]/[CH:17]=[CH:18]\[CH2:19]/[CH:20]=[CH:21]\[CH2:22][CH2:23][CH2:24][CH2:25][CH3:26].O.[OH-].[Na+]. The catalyst class is: 1. Product: [CH2:7]([OH:27])[CH2:8][CH2:9][CH2:10]/[CH:11]=[CH:12]\[CH2:13]/[CH:14]=[CH:15]\[CH2:16]/[CH:17]=[CH:18]\[CH2:19]/[CH:20]=[CH:21]\[CH2:22][CH2:23][CH2:24][CH2:25][CH3:26]. (2) Reactant: [Br:1][C:2]1[CH:7]=[CH:6][C:5]([OH:8])=[C:4]([CH3:9])[CH:3]=1.N1C=CC=CC=1.[C:16](Cl)(=[O:18])[CH3:17]. Product: [C:16]([O:8][C:5]1[CH:6]=[CH:7][C:2]([Br:1])=[CH:3][C:4]=1[CH3:9])(=[O:18])[CH3:17]. The catalyst class is: 4. (3) Reactant: [CH3:1][O:2][C:3]1[CH:4]=[C:5]([CH:8]=[CH:9][C:10]=1[O:11]C)[CH:6]=[O:7].[CH3:13][Si:14]([CH2:17][CH2:18][O:19]CCl)([CH3:16])[CH3:15].C(N(C(C)C)CC)(C)C. Product: [OH:11][C:10]1[CH:9]=[CH:8][C:5]([CH:6]=[O:7])=[CH:4][C:3]=1[O:2][CH2:1][O:19][CH2:18][CH2:17][Si:14]([CH3:16])([CH3:15])[CH3:13]. The catalyst class is: 2. (4) Reactant: [OH:1][C:2]1[CH:11]=[CH:10][CH:9]=[C:8]2[C:3]=1[CH:4]=[CH:5][CH:6]=[N:7]2.[H-].[Na+].[CH3:14][O:15][CH2:16]Cl. Product: [CH3:14][O:15][CH2:16][O:1][C:2]1[CH:11]=[CH:10][CH:9]=[C:8]2[C:3]=1[CH:4]=[CH:5][CH:6]=[N:7]2. The catalyst class is: 35. (5) Reactant: C(OC([NH:8][C@H:9]([C:22]1[CH:27]=[CH:26][CH:25]=[CH:24][CH:23]=1)[CH2:10][CH2:11][NH:12][C:13]1([C:18]([O:20][CH3:21])=[O:19])[CH2:17][CH2:16][CH2:15][CH2:14]1)=O)(C)(C)C.[ClH:28]. Product: [ClH:28].[ClH:28].[NH2:8][C@H:9]([C:22]1[CH:23]=[CH:24][CH:25]=[CH:26][CH:27]=1)[CH2:10][CH2:11][NH:12][C:13]1([C:18]([O:20][CH3:21])=[O:19])[CH2:17][CH2:16][CH2:15][CH2:14]1. The catalyst class is: 5. (6) Product: [C:19]([O:18][C:17](=[O:23])[NH:16][C:13]1[NH:12][C:11]([CH2:10][S:9][C:3]2[CH:4]=[CH:5][C:6]([Cl:8])=[CH:7][C:2]=2[NH:1][S:33]([C:25]2[O:24][C:28]3[CH:29]=[CH:30][CH:31]=[CH:32][C:27]=3[CH:26]=2)(=[O:34])=[O:35])=[N:15][N:14]=1)([CH3:20])([CH3:22])[CH3:21]. Reactant: [NH2:1][C:2]1[CH:7]=[C:6]([Cl:8])[CH:5]=[CH:4][C:3]=1[S:9][CH2:10][C:11]1[NH:12][C:13]([NH:16][C:17](=[O:23])[O:18][C:19]([CH3:22])([CH3:21])[CH3:20])=[N:14][N:15]=1.[O:24]1[C:28]2[CH:29]=[CH:30][CH:31]=[CH:32][C:27]=2[CH:26]=[C:25]1[S:33](Cl)(=[O:35])=[O:34]. The catalyst class is: 17. (7) Reactant: ClC1C(NC2C=C(OC)NN=2)=NC([NH:8][C@H:9]([C:11]2[N:16]=[CH:15][C:14]([F:17])=[CH:13][N:12]=2)[CH3:10])=NC=1.Cl[C:27]1[N:32]=[C:31]([NH:33][C:34]2[CH:38]=[C:37]([CH3:39])[NH:36][N:35]=2)[C:30]([CH3:40])=[CH:29][N:28]=1.CCN(C(C)C)C(C)C. Product: [F:17][C:14]1[CH:13]=[N:12][C:11]([C@@H:9]([NH:8][C:27]2[N:32]=[C:31]([NH:33][C:34]3[CH:38]=[C:37]([CH3:39])[NH:36][N:35]=3)[C:30]([CH3:40])=[CH:29][N:28]=2)[CH3:10])=[N:16][CH:15]=1. The catalyst class is: 114. (8) Reactant: [Cl:1][C:2]1[CH:3]=[C:4]([CH:6]=[CH:7][C:8]=1[Cl:9])[NH2:5].[CH:10](O)=[O:11]. Product: [Cl:1][C:2]1[CH:3]=[C:4]([CH:6]=[CH:7][C:8]=1[Cl:9])[NH:5][CH:10]=[O:11]. The catalyst class is: 6. (9) Reactant: [CH3:1][CH2:2][O:3][C:4]([C@H:6]1[CH2:10][CH2:9][C:8](=[O:11])[N:7]1[C:12]([O:14][C:15]([CH3:18])([CH3:17])[CH3:16])=[O:13])=[O:5].[F:19][C:20]1[CH:21]=[C:22]([Mg]Br)[CH:23]=[C:24]([F:27])[C:25]=1[F:26].[Cl-].[NH4+].C(OCC)(=O)C. Product: [C:15]([O:14][C:12]([NH:7][C@H:6]([CH2:10][CH2:9][C:8](=[O:11])[C:22]1[CH:21]=[C:20]([F:19])[C:25]([F:26])=[C:24]([F:27])[CH:23]=1)[C:4]([O:3][CH2:2][CH3:1])=[O:5])=[O:13])([CH3:18])([CH3:17])[CH3:16]. The catalyst class is: 1.